Dataset: Full USPTO retrosynthesis dataset with 1.9M reactions from patents (1976-2016). Task: Predict the reactants needed to synthesize the given product. (1) Given the product [CH3:5][O:4][CH:3]([O:6][CH3:7])[CH:2]([NH:12][CH3:11])[CH2:8][O:9][CH3:10], predict the reactants needed to synthesize it. The reactants are: Br[CH:2]([CH2:8][O:9][CH3:10])[CH:3]([O:6][CH3:7])[O:4][CH3:5].[CH3:11][NH2:12]. (2) Given the product [C:1]([C:3]1[CH:4]=[C:5]([CH:9]=[CH:10][C:11]=1[O:12][C:13]([F:16])([F:15])[F:14])[C:6]([Cl:25])=[O:7])#[N:2], predict the reactants needed to synthesize it. The reactants are: [C:1]([C:3]1[CH:4]=[C:5]([CH:9]=[CH:10][C:11]=1[O:12][C:13]([F:16])([F:15])[F:14])[C:6](O)=[O:7])#[N:2].CN(C=O)C.C(Cl)(=O)C([Cl:25])=O. (3) Given the product [C:1]([N:4]1[C:13]2[C:8](=[CH:9][C:10]([C:14]3[CH:15]=[N:16][N:17]([CH2:19][CH2:20][NH:21][CH3:22])[CH:18]=3)=[CH:11][CH:12]=2)[C@H:7]([NH:30][C:31]2[CH:32]=[N:33][CH:34]=[CH:35][CH:36]=2)[CH2:6][C@@H:5]1[CH3:37])(=[O:3])[CH3:2], predict the reactants needed to synthesize it. The reactants are: [C:1]([N:4]1[C:13]2[C:8](=[CH:9][C:10]([C:14]3[CH:15]=[N:16][N:17]([CH2:19][CH2:20][N:21](C)[C:22](=O)OC(C)(C)C)[CH:18]=3)=[CH:11][CH:12]=2)[C@H:7]([NH:30][C:31]2[CH:32]=[N:33][CH:34]=[CH:35][CH:36]=2)[CH2:6][C@@H:5]1[CH3:37])(=[O:3])[CH3:2]. (4) Given the product [OH:26][NH:25][C:15](=[O:16])[CH2:14][CH2:13][CH2:12][CH2:11][CH2:10][CH2:9][CH2:8][CH2:7][CH2:6][CH2:5][C:4]([O:3][CH2:1][CH3:2])=[O:18], predict the reactants needed to synthesize it. The reactants are: [CH2:1]([O:3][C:4](=[O:18])[CH2:5][CH2:6][CH2:7][CH2:8][CH2:9][CH2:10][CH2:11][CH2:12][CH2:13][CH2:14][C:15](O)=[O:16])[CH3:2].[Cl-].O=S(Cl)Cl.Cl.[NH2:25][OH:26]. (5) Given the product [CH3:1][O:2][C:3]([C:5]1[N:6]([N:23]=[CH:31][CH2:32][CH2:33][CH2:34][CH3:35])[C:7](=[O:22])[C:8]2[C:13]([C:14]=1[C:15]1[CH:20]=[CH:19][CH:18]=[CH:17][CH:16]=1)=[CH:12][C:11]([Cl:21])=[CH:10][CH:9]=2)=[O:4], predict the reactants needed to synthesize it. The reactants are: [CH3:1][O:2][C:3]([C:5]1[N:6]([NH2:23])[C:7](=[O:22])[C:8]2[C:13]([C:14]=1[C:15]1[CH:20]=[CH:19][CH:18]=[CH:17][CH:16]=1)=[CH:12][C:11]([Cl:21])=[CH:10][CH:9]=2)=[O:4].C(N(CC)CC)C.[CH:31](=O)[CH2:32][CH2:33][CH2:34][CH3:35]. (6) Given the product [CH2:1]([N:3]1[CH:7]([CH2:8][CH2:9][O:10][C:11]2[CH:12]=[CH:13][C:14]([NH:15][C:32](=[O:33])[CH2:31][CH2:30][CH2:29][C:25]3[CH:26]=[N:27][O:28][C:24]=3[C:18]3[CH:19]=[CH:20][CH:21]=[CH:22][CH:23]=3)=[CH:16][CH:17]=2)[CH:6]=[N:5][NH:4]1)[CH3:2], predict the reactants needed to synthesize it. The reactants are: [CH2:1]([N:3]1[CH:7]([CH2:8][CH2:9][O:10][C:11]2[CH:17]=[CH:16][C:14]([NH2:15])=[CH:13][CH:12]=2)[CH:6]=[N:5][NH:4]1)[CH3:2].[C:18]1([C:24]2[O:28][N:27]=[CH:26][C:25]=2[CH2:29][CH2:30][CH2:31][C:32](O)=[O:33])[CH:23]=[CH:22][CH:21]=[CH:20][CH:19]=1.O.ON1C2C=CC=CC=2N=N1.Cl.C(N=C=NCCCN(C)C)C. (7) Given the product [Br:29][C:7]1[S:6][C:10]([C:11]2[C:12]3[CH:19]=[CH:18][N:17]([CH2:20][O:21][CH2:22][CH2:23][Si:24]([CH3:27])([CH3:26])[CH3:25])[C:13]=3[N:14]=[CH:15][N:16]=2)=[CH:9][N:8]=1, predict the reactants needed to synthesize it. The reactants are: C([Li])CCC.[S:6]1[C:10]([C:11]2[C:12]3[CH:19]=[CH:18][N:17]([CH2:20][O:21][CH2:22][CH2:23][Si:24]([CH3:27])([CH3:26])[CH3:25])[C:13]=3[N:14]=[CH:15][N:16]=2)=[CH:9][N:8]=[CH:7]1.C(Br)(Br)(Br)[Br:29].